This data is from Full USPTO retrosynthesis dataset with 1.9M reactions from patents (1976-2016). The task is: Predict the reactants needed to synthesize the given product. (1) Given the product [Cl:1][C:2]1[CH:7]=[CH:6][C:5](/[C:8](/[CH3:13])=[CH:9]/[C:10]([N:30]2[CH2:29][CH2:28][CH:27]([C:24]3[O:23][C:22]([CH3:21])=[N:26][N:25]=3)[CH2:32][CH2:31]2)=[O:12])=[C:4]([CH2:14][N:15]2[N:19]=[N:18][C:17]([CH3:20])=[N:16]2)[CH:3]=1, predict the reactants needed to synthesize it. The reactants are: [Cl:1][C:2]1[CH:7]=[CH:6][C:5](/[C:8](/[CH3:13])=[CH:9]/[C:10]([OH:12])=O)=[C:4]([CH2:14][N:15]2[N:19]=[N:18][C:17]([CH3:20])=[N:16]2)[CH:3]=1.[CH3:21][C:22]1[O:23][C:24]([CH:27]2[CH2:32][CH2:31][NH:30][CH2:29][CH2:28]2)=[N:25][N:26]=1. (2) Given the product [CH2:41]([N:36]([CH2:37][CH2:38][CH2:39][CH3:40])[C:34]1[N:35]=[C:30]([N:29]([CH2:25][CH2:26][CH2:27][CH3:28])[CH2:46][CH2:47][CH2:48][CH3:49])[N:31]=[C:32]([NH:8][C:9]2[CH:22]=[CH:21][C:20]3[C:19](=[O:23])[C:18]4[C:13](=[CH:14][CH:15]=[CH:16][CH:17]=4)[C:12](=[O:24])[C:11]=3[CH:10]=2)[N:33]=1)[CH2:42][CH2:43][CH3:44], predict the reactants needed to synthesize it. The reactants are: C1(O)C=CC=CC=1.[NH2:8][C:9]1[CH:22]=[CH:21][C:20]2[C:19](=[O:23])[C:18]3[C:13](=[CH:14][CH:15]=[CH:16][CH:17]=3)[C:12](=[O:24])[C:11]=2[CH:10]=1.[CH2:25]([N:29]([CH2:46][CH2:47][CH2:48][CH3:49])[C:30]1[N:35]=[C:34]([N:36]([CH2:41][CH2:42][CH2:43][CH3:44])[CH2:37][CH2:38][CH2:39][CH3:40])[N:33]=[C:32](Cl)[N:31]=1)[CH2:26][CH2:27][CH3:28].[OH-].[Na+]. (3) The reactants are: [F:1][C:2]1[C:3]([O:27][CH3:28])=[C:4]([CH:9]2[CH2:14][CH2:13][N:12]([C:15]3[C:16]([C:23]([F:26])([F:25])[F:24])=[C:17]([NH:21][NH2:22])[N:18]=[N:19][CH:20]=3)[CH2:11][CH2:10]2)[C:5]([F:8])=[CH:6][CH:7]=1.C1COCC1.[F:34][C:35]([F:41])([F:40])[CH2:36][C:37](Cl)=[O:38]. Given the product [F:1][C:2]1[C:3]([O:27][CH3:28])=[C:4]([CH:9]2[CH2:14][CH2:13][N:12]([C:15]3[C:16]([C:23]([F:24])([F:25])[F:26])=[C:17]([NH:21][NH:22][C:37](=[O:38])[CH2:36][C:35]([F:41])([F:40])[F:34])[N:18]=[N:19][CH:20]=3)[CH2:11][CH2:10]2)[C:5]([F:8])=[CH:6][CH:7]=1, predict the reactants needed to synthesize it. (4) The reactants are: [CH3:1][O:2][C:3]1[CH:8]=[CH:7][C:6]([N:9]([CH3:22])[S:10]([C:13]2[CH:21]=[CH:20][C:16]([C:17]([OH:19])=O)=[CH:15][CH:14]=2)(=[O:12])=[O:11])=[CH:5][CH:4]=1.[N:23]1[CH:28]=[CH:27][CH:26]=[CH:25][C:24]=1[C:29]1[N:30]=[C:31]([NH2:34])[S:32][CH:33]=1. Given the product [CH3:1][O:2][C:3]1[CH:4]=[CH:5][C:6]([N:9]([CH3:22])[S:10]([C:13]2[CH:21]=[CH:20][C:16]([C:17]([NH:34][C:31]3[S:32][CH:33]=[C:29]([C:24]4[CH:25]=[CH:26][CH:27]=[CH:28][N:23]=4)[N:30]=3)=[O:19])=[CH:15][CH:14]=2)(=[O:12])=[O:11])=[CH:7][CH:8]=1, predict the reactants needed to synthesize it. (5) Given the product [Br:1][C:2]1[CH:27]=[C:26]([CH:28]=[O:29])[C:25]([O:30][CH2:32][C:33]2[CH:40]=[CH:39][CH:38]=[C:35]([C:36]#[N:37])[CH:34]=2)=[CH:24][C:3]=1[O:4][CH2:5][C:6]1[CH:13]=[CH:12][CH:11]=[C:10]([C:14]2[CH:23]=[CH:22][C:17]3[O:18][CH2:19][CH2:20][O:21][C:16]=3[CH:15]=2)[C:7]=1[C:8]#[N:9], predict the reactants needed to synthesize it. The reactants are: [Br:1][C:2]1[CH:27]=[C:26]([CH:28]=[O:29])[C:25]([OH:30])=[CH:24][C:3]=1[O:4][CH2:5][C:6]1[CH:13]=[CH:12][CH:11]=[C:10]([C:14]2[CH:23]=[CH:22][C:17]3[O:18][CH2:19][CH2:20][O:21][C:16]=3[CH:15]=2)[C:7]=1[C:8]#[N:9].Br[CH2:32][C:33]1[CH:34]=[C:35]([CH:38]=[CH:39][CH:40]=1)[C:36]#[N:37].C(=O)([O-])[O-].[Cs+].[Cs+].O. (6) Given the product [F:1][C:2]1[C:3]([NH:10][C:11]2[C:16]([C:17]3[N:25]=[CH:24][N:23]=[C:22]4[C:18]=3[N:19]=[CH:20][N:21]4[CH:26]3[CH2:31][CH2:30][CH2:29][CH2:28][O:27]3)=[CH:15][CH:14]=[CH:13][N:12]=2)=[C:4]([F:9])[CH:5]=[CH:6][C:7]=1[NH:8][S:41]([C:37]1[C:36]2[O:32][CH:33]=[CH:34][C:35]=2[CH:40]=[CH:39][CH:38]=1)(=[O:42])=[O:43], predict the reactants needed to synthesize it. The reactants are: [F:1][C:2]1[C:7]([NH2:8])=[CH:6][CH:5]=[C:4]([F:9])[C:3]=1[NH:10][C:11]1[C:16]([C:17]2[N:25]=[CH:24][N:23]=[C:22]3[C:18]=2[N:19]=[CH:20][N:21]3[CH:26]2[CH2:31][CH2:30][CH2:29][CH2:28][O:27]2)=[CH:15][CH:14]=[CH:13][N:12]=1.[O:32]1[C:36]2[C:37]([S:41](Cl)(=[O:43])=[O:42])=[CH:38][CH:39]=[CH:40][C:35]=2[CH:34]=[CH:33]1.N1C=CC=CC=1. (7) Given the product [Cl:19][C:20]1[C:25]([Cl:26])=[CH:24][CH:23]=[CH:22][C:21]=1[O:27][C@H:28]1[CH2:29][C@H:30]([NH:32][C:15]([C:9]2[C:10]3[N:11]([CH:12]=[CH:13][N:14]=3)[C:6]([CH2:5][O:4][CH2:3][O:2][CH3:1])=[CH:7][CH:8]=2)=[O:17])[CH2:31]1, predict the reactants needed to synthesize it. The reactants are: [CH3:1][O:2][CH2:3][O:4][CH2:5][C:6]1[N:11]2[CH:12]=[CH:13][N:14]=[C:10]2[C:9]([C:15]([O:17]C)=O)=[CH:8][CH:7]=1.[Cl:19][C:20]1[C:25]([Cl:26])=[CH:24][CH:23]=[CH:22][C:21]=1[O:27][C@H:28]1[CH2:31][C@H:30]([NH2:32])[CH2:29]1.C1(C2CCCCCCCCC=2)CCCCCCNNN=1. (8) Given the product [C:34]([NH:2][C@H:3]1[CH2:8][CH2:7][C@H:6]([NH:9][C:10]([C:12]2[C:16]3=[N:17][CH:18]=[CH:19][C:20]([C:21]4[CH:26]=[C:25]([F:27])[CH:24]=[CH:23][C:22]=4[O:28][CH2:29][CH:30]4[CH2:31][CH2:32]4)=[C:15]3[NH:14][C:13]=2[CH3:33])=[O:11])[CH2:5][CH2:4]1)(=[O:36])[CH3:35], predict the reactants needed to synthesize it. The reactants are: Cl.[NH2:2][C@H:3]1[CH2:8][CH2:7][C@H:6]([NH:9][C:10]([C:12]2[C:16]3=[N:17][CH:18]=[CH:19][C:20]([C:21]4[CH:26]=[C:25]([F:27])[CH:24]=[CH:23][C:22]=4[O:28][CH2:29][CH:30]4[CH2:32][CH2:31]4)=[C:15]3[NH:14][C:13]=2[CH3:33])=[O:11])[CH2:5][CH2:4]1.[C:34](Cl)(=[O:36])[CH3:35]. (9) Given the product [ClH:24].[ClH:24].[NH2:52][C:49]1[C:50]2[C:45](=[CH:44][C:43]([O:53][CH3:54])=[C:42]([CH2:41][N:38]3[CH2:39][CH2:40][C@H:36]([NH2:35])[C:37]3=[O:55])[CH:51]=2)[CH:46]=[CH:47][N:48]=1, predict the reactants needed to synthesize it. The reactants are: C(OC(=O)N[C@H]1CCN(CC2C=C3C(C=CN=C3[Cl:24])=CC=2OC)C1=O)(C)(C)C.C(OC(=O)[NH:35][C@H:36]1[CH2:40][CH2:39][N:38]([CH2:41][C:42]2[CH:51]=[C:50]3[C:45]([CH:46]=[CH:47][N:48]=[C:49]3[NH2:52])=[CH:44][C:43]=2[O:53][CH3:54])[C:37]1=[O:55])(C)(C)C.